This data is from Forward reaction prediction with 1.9M reactions from USPTO patents (1976-2016). The task is: Predict the product of the given reaction. The product is: [C:32]([C:26]1[CH:27]=[C:28]2[C:23](=[CH:24][CH:25]=1)[C:22](=[O:36])[N:21]([C:7]1[C:6]([CH2:5][OH:4])=[C:11]([C:12]3[CH:16]=[C:15]([C:17]([NH2:18])=[O:19])[N:14]([CH3:20])[CH:13]=3)[CH:10]=[CH:9][CH:8]=1)[N:30]([CH3:31])[CH2:29]2)([CH3:35])([CH3:33])[CH3:34]. Given the reactants C([O:4][CH2:5][C:6]1[C:11]([C:12]2[CH:16]=[C:15]([C:17](=[O:19])[NH2:18])[N:14]([CH3:20])[CH:13]=2)=[CH:10][CH:9]=[CH:8][C:7]=1[N:21]1[N:30]([CH3:31])[CH2:29][C:28]2[C:23](=[CH:24][CH:25]=[C:26]([C:32]([CH3:35])([CH3:34])[CH3:33])[CH:27]=2)[C:22]1=[O:36])(=O)C.[OH-].[Na+], predict the reaction product.